From a dataset of Reaction yield outcomes from USPTO patents with 853,638 reactions. Predict the reaction yield, written as a fraction of the theoretical maximum amount of product (1.0 means a 100% yield; for example, 0.34 means a 34% yield). The reactants are [Cl:1][C:2]1[CH:11]=[C:10]2[C:5]([C:6](=[O:15])[N:7]=[C:8]([CH2:12][C:13]#[N:14])[NH:9]2)=[CH:4][CH:3]=1.C(N(CC)CC)C.[Cl:23][C:24]1[CH:32]=[C:31]([Cl:33])[CH:30]=[CH:29][C:25]=1[C:26](Cl)=[O:27]. The catalyst is O1CCOCC1. The product is [CH:3]1[C:2]([Cl:1])=[CH:11][C:10]2[NH:9]/[C:8](/[NH:7][C:6](=[O:15])[C:5]=2[CH:4]=1)=[C:12](/[C:26]([C:25]1[CH:29]=[CH:30][C:31]([Cl:33])=[CH:32][C:24]=1[Cl:23])=[O:27])\[C:13]#[N:14]. The yield is 0.260.